From a dataset of Reaction yield outcomes from USPTO patents with 853,638 reactions. Predict the reaction yield, written as a fraction of the theoretical maximum amount of product (1.0 means a 100% yield; for example, 0.34 means a 34% yield). (1) The reactants are [OH:1][C:2]1[CH:7]=[CH:6][C:5]([C@@H:8]([C:14]#[C:15][CH3:16])[CH2:9][C:10]([O:12][CH3:13])=[O:11])=[CH:4][CH:3]=1.C([O-])([O-])=O.[Cs+].[Cs+].[CH2:23](Br)[C:24]1[CH:29]=[CH:28][CH:27]=[CH:26][CH:25]=1.N1CCNCC1. The catalyst is CC(C)=O.CCOC(C)=O. The product is [CH2:23]([O:1][C:2]1[CH:3]=[CH:4][C:5]([C@@H:8]([C:14]#[C:15][CH3:16])[CH2:9][C:10]([O:12][CH3:13])=[O:11])=[CH:6][CH:7]=1)[C:24]1[CH:29]=[CH:28][CH:27]=[CH:26][CH:25]=1. The yield is 0.920. (2) The reactants are [F:1][C:2]([F:7])([F:6])[C:3]([NH2:5])=O.COC1C=CC(P2(SP(C3C=CC(OC)=CC=3)(=S)S2)=[S:17])=CC=1.Br[CH2:31][C:32](=O)[C:33]([O:35][CH2:36][CH3:37])=[O:34]. The catalyst is C1COCC1. The product is [F:1][C:2]([F:7])([F:6])[C:3]1[S:17][CH:31]=[C:32]([C:33]([O:35][CH2:36][CH3:37])=[O:34])[N:5]=1. The yield is 0.320. (3) The reactants are Cl.[Cl:2][C:3]1[CH:8]=[CH:7][C:6]([NH:9][NH2:10])=[CH:5][CH:4]=1.Br[CH2:12][CH2:13][CH2:14][C:15]1[CH:20]=[CH:19][CH:18]=[CH:17][CH:16]=1. The catalyst is [Cl-].C([N+](CCCC)(CCCC)CCCC)CCC.[OH-].[Na+].O. The product is [Cl:2][C:3]1[CH:8]=[CH:7][C:6]([N:9]([CH2:12][CH2:13][CH2:14][C:15]2[CH:20]=[CH:19][CH:18]=[CH:17][CH:16]=2)[NH2:10])=[CH:5][CH:4]=1. The yield is 0.200.